The task is: Predict the product of the given reaction.. This data is from Forward reaction prediction with 1.9M reactions from USPTO patents (1976-2016). (1) Given the reactants [F:1][C:2]1[CH:3]=[C:4]2[C:9](=[CH:10][CH:11]=1)[N:8]=[C:7]([C:12]1[CH:17]=[CH:16][CH:15]=[CH:14][C:13]=1[OH:18])[N:6]=[C:5]2[N:19]1[CH2:23][CH2:22][C@@H:21]([NH:24][C:25](=[O:32])[O:26][C@H:27]2[CH2:31][CH2:30][O:29][CH2:28]2)[CH2:20]1.C(Cl)[Cl:34].Cl, predict the reaction product. The product is: [ClH:34].[F:1][C:2]1[CH:3]=[C:4]2[C:9](=[CH:10][CH:11]=1)[N:8]=[C:7]([C:12]1[CH:17]=[CH:16][CH:15]=[CH:14][C:13]=1[OH:18])[N:6]=[C:5]2[N:19]1[CH2:23][CH2:22][C@@H:21]([NH:24][C:25](=[O:32])[O:26][C@H:27]2[CH2:31][CH2:30][O:29][CH2:28]2)[CH2:20]1. (2) Given the reactants Br[C:2]1[N:6]([CH:7]([CH3:9])[CH3:8])[C:5]2[CH:10]([C:21]3[CH:26]=[CH:25][C:24]([Cl:27])=[CH:23][CH:22]=3)[N:11]([C:14]3[C:15]([CH3:20])=[N:16][N:17]([CH3:19])[CH:18]=3)[C:12](=[O:13])[C:4]=2[CH:3]=1.[CH3:28][O:29][C:30]1[N:35]=[C:34]([O:36][CH3:37])[C:33](B(O)O)=[CH:32][N:31]=1.BrC1N(C(C)C)C2C(C3C=CC(Cl)=CC=3)N(C3C=C(Cl)C=CC=3C)C(=O)C=2C=1.C(C1C=CC(OC)=C(B(O)O)C=1)#N, predict the reaction product. The product is: [Cl:27][C:24]1[CH:25]=[CH:26][C:21]([CH:10]2[C:5]3[N:6]([CH:7]([CH3:9])[CH3:8])[C:2]([C:33]4[C:34]([O:36][CH3:37])=[N:35][C:30]([O:29][CH3:28])=[N:31][CH:32]=4)=[CH:3][C:4]=3[C:12](=[O:13])[N:11]2[C:14]2[C:15]([CH3:20])=[N:16][N:17]([CH3:19])[CH:18]=2)=[CH:22][CH:23]=1.